Task: Predict the product of the given reaction.. Dataset: Forward reaction prediction with 1.9M reactions from USPTO patents (1976-2016) (1) Given the reactants [CH2:1]([O:3][C:4](=[O:25])[C:5]1[CH:10]=[CH:9][C:8]([NH:11][CH:12]=[C:13]2[C:18](=[O:19])OC(C)(C)OC2=O)=[CH:7][C:6]=1[O:23][CH3:24])[CH3:2], predict the reaction product. The product is: [CH2:1]([O:3][C:4]([C:5]1[CH:10]=[C:9]2[C:8](=[CH:7][C:6]=1[O:23][CH3:24])[NH:11][CH:12]=[CH:13][C:18]2=[O:19])=[O:25])[CH3:2]. (2) Given the reactants [NH2:1][C@@H:2]1[CH2:7][CH2:6][C@H:5]([NH:8][C:9]([C:11]2[C:15]3[N:16]=[CH:17][N:18]=[C:19]([C:20]4[CH:25]=[CH:24][C:23]([O:26][CH3:27])=[CH:22][C:21]=4[O:28][CH2:29][CH2:30][O:31][CH3:32])[C:14]=3[NH:13][CH:12]=2)=[O:10])[CH2:4][CH2:3]1.[C:33](Cl)(=[O:35])[CH3:34], predict the reaction product. The product is: [C:33]([NH:1][C@@H:2]1[CH2:7][CH2:6][C@H:5]([NH:8][C:9]([C:11]2[C:15]3[N:16]=[CH:17][N:18]=[C:19]([C:20]4[CH:25]=[CH:24][C:23]([O:26][CH3:27])=[CH:22][C:21]=4[O:28][CH2:29][CH2:30][O:31][CH3:32])[C:14]=3[NH:13][CH:12]=2)=[O:10])[CH2:4][CH2:3]1)(=[O:35])[CH3:34]. (3) Given the reactants [CH3:1][C:2]1[C:10]([O:11][C@H:12]2[CH2:17][CH2:16][C@H:15]([NH2:18])[CH2:14][CH2:13]2)=[CH:9][CH:8]=[C:7]2[C:3]=1[CH:4]=[N:5][N:6]2[CH:19]1[CH2:24][CH2:23][CH2:22][CH2:21][O:20]1.Br[CH2:26][CH2:27][CH2:28][CH2:29]Br.C(=O)([O-])[O-].[K+].[K+].[OH-].[Na+], predict the reaction product. The product is: [CH3:1][C:2]1[C:10]([O:11][C@H:12]2[CH2:13][CH2:14][C@H:15]([N:18]3[CH2:29][CH2:28][CH2:27][CH2:26]3)[CH2:16][CH2:17]2)=[CH:9][CH:8]=[C:7]2[C:3]=1[CH:4]=[N:5][N:6]2[CH:19]1[CH2:24][CH2:23][CH2:22][CH2:21][O:20]1. (4) Given the reactants Cl[C:2]1[C:3]([C:11]([OH:13])=[O:12])=[CH:4][N:5]([CH3:10])[C:6](=[O:9])[C:7]=1[CH3:8].[Br:14][C:15]1[CH:21]=[CH:20][C:18]([NH2:19])=[C:17]([Cl:22])[CH:16]=1, predict the reaction product. The product is: [Br:14][C:15]1[CH:21]=[CH:20][C:18]([NH:19][C:2]2[C:3]([C:11]([OH:13])=[O:12])=[CH:4][N:5]([CH3:10])[C:6](=[O:9])[C:7]=2[CH3:8])=[C:17]([Cl:22])[CH:16]=1.